This data is from Forward reaction prediction with 1.9M reactions from USPTO patents (1976-2016). The task is: Predict the product of the given reaction. Given the reactants [NH2:1][C:2]1[C:11]2[C:6](=[CH:7][CH:8]=[CH:9][CH:10]=2)[CH:5]=[CH:4][C:3]=1[NH:12][C:13]1[CH:14]=[C:15]([CH:18]=[CH:19][CH:20]=1)[C:16]#[N:17].[C:21](Cl)(=[O:26])[CH2:22][C:23](Cl)=[O:24].C(=O)(O)[O-].[Na+], predict the reaction product. The product is: [C:16]([C:15]1[CH:14]=[C:13]([N:12]2[C:23](=[O:24])[CH2:22][C:21](=[O:26])[NH:1][C:2]3[C:11]4[C:6]([CH:5]=[CH:4][C:3]2=3)=[CH:7][CH:8]=[CH:9][CH:10]=4)[CH:20]=[CH:19][CH:18]=1)#[N:17].